Dataset: NCI-60 drug combinations with 297,098 pairs across 59 cell lines. Task: Regression. Given two drug SMILES strings and cell line genomic features, predict the synergy score measuring deviation from expected non-interaction effect. (1) Drug 1: C1C(C(OC1N2C=NC3=C(N=C(N=C32)Cl)N)CO)O. Drug 2: CCC1(C2=C(COC1=O)C(=O)N3CC4=CC5=C(C=CC(=C5CN(C)C)O)N=C4C3=C2)O.Cl. Cell line: NCI-H226. Synergy scores: CSS=16.1, Synergy_ZIP=-4.65, Synergy_Bliss=-1.36, Synergy_Loewe=-38.8, Synergy_HSA=-2.16. (2) Drug 1: C1CCC(C1)C(CC#N)N2C=C(C=N2)C3=C4C=CNC4=NC=N3. Drug 2: CC(C)NC(=O)C1=CC=C(C=C1)CNNC.Cl. Cell line: HT29. Synergy scores: CSS=9.50, Synergy_ZIP=12.5, Synergy_Bliss=11.7, Synergy_Loewe=5.06, Synergy_HSA=5.88.